This data is from Full USPTO retrosynthesis dataset with 1.9M reactions from patents (1976-2016). The task is: Predict the reactants needed to synthesize the given product. (1) Given the product [Cl:14][C:15]1[C:20]([C:25]([C:26]2[CH:31]=[CH:30][CH:29]=[CH:28][CH:27]=2)=[O:32])=[CH:19][CH:18]=[C:17]([Cl:21])[N:16]=1, predict the reactants needed to synthesize it. The reactants are: [Li]CCCC.N12CCN(CC1)CC2.[Cl:14][C:15]1[CH:20]=[CH:19][CH:18]=[C:17]([Cl:21])[N:16]=1.CON(C)[C:25](=[O:32])[C:26]1[CH:31]=[CH:30][CH:29]=[CH:28][CH:27]=1. (2) Given the product [CH3:18][O:17][C:13]1[C:10]2[CH:11]=[N:27][S:8][C:9]=2[CH:16]=[CH:15][CH:14]=1, predict the reactants needed to synthesize it. The reactants are: C([S:8][C:9]1[CH:16]=[CH:15][CH:14]=[C:13]([O:17][CH3:18])[C:10]=1[CH:11]=O)C1C=CC=CC=1.C1(SC)C=CC=CC=1.[NH2:27]OS(O)(=O)=O.C(=O)([O-])O.[Na+]. (3) Given the product [Br:1][C:2]1[CH:3]=[C:4]([CH:5]=[CH:6][CH:7]=1)[CH2:8][C:10]1[C:11]2[C:12]([CH:18]=[CH:17][CH:16]=[CH:15][CH:20]=2)=[C:13]([CH3:14])[CH:19]=1, predict the reactants needed to synthesize it. The reactants are: [Br:1][C:2]1[CH:3]=[C:4]([C:8]([C:10]2[CH:19]=[C:18]3[C:12](=[CH:13][CH:14]=[CH:15][CH:16]=[CH:17]3)[C:11]=2[CH3:20])=O)[CH:5]=[CH:6][CH:7]=1.[BH4-].[Na+]. (4) Given the product [F:4][C:5]1[CH:20]=[C:19]([F:21])[CH:18]=[C:17]([F:22])[C:6]=1[C:7]([C:9]1[CH:10]=[C:11]([C:14]([O:16][CH3:25])=[O:15])[NH:12][CH:13]=1)=[O:8], predict the reactants needed to synthesize it. The reactants are: ClCCl.[F:4][C:5]1[CH:20]=[C:19]([F:21])[CH:18]=[C:17]([F:22])[C:6]=1[C:7]([C:9]1[CH:10]=[C:11]([C:14]([OH:16])=[O:15])[NH:12][CH:13]=1)=[O:8].[N+](=[CH2:25])=[N-]. (5) Given the product [NH2:21][CH2:24][CH2:25][CH2:26][S:27]([O:30][CH2:31][C:32]([CH3:45])([CH3:44])[C@@H:33]([O:36][CH2:37][C:38]1[CH:39]=[CH:40][CH:41]=[CH:42][CH:43]=1)[CH:34]=[CH2:35])(=[O:28])=[O:29], predict the reactants needed to synthesize it. The reactants are: C1(P(C2C=CC=CC=2)C2C=CC=CC=2)C=CC=CC=1.O.[N:21]([CH2:24][CH2:25][CH2:26][S:27]([O:30][CH2:31][C:32]([CH3:45])([CH3:44])[C@@H:33]([O:36][CH2:37][C:38]1[CH:43]=[CH:42][CH:41]=[CH:40][CH:39]=1)[CH:34]=[CH2:35])(=[O:29])=[O:28])=[N+]=[N-].C1(P(C2C=CC=CC=2)C2C=CC=CC=2)C=CC=CC=1.O. (6) Given the product [CH3:26][O:25][C:23](=[O:24])[C:19]1[CH:20]=[CH:21][CH:22]=[C:17]([CH2:16][N:7]2[C:8]3[C:13](=[CH:12][C:11]([CH3:15])=[CH:10][CH:9]=3)[CH2:14][C:6]2([C:4]([NH:3][C:2]2[S:28][C:30]([CH2:44][CH2:45][CH2:46][CH2:47][CH2:48][CH2:49][CH2:50][CH3:51])=[C:31]([C:33]3[CH:38]=[C:37]([O:39][CH3:40])[C:36]([Cl:41])=[CH:35][C:34]=3[O:42][CH3:43])[N:1]=2)=[O:5])[CH3:27])[CH:18]=1, predict the reactants needed to synthesize it. The reactants are: [NH2:1][C:2](=[S:28])[NH:3][C:4]([C:6]1([CH3:27])[CH2:14][C:13]2[C:8](=[CH:9][CH:10]=[C:11]([CH3:15])[CH:12]=2)[N:7]1[CH2:16][C:17]1[CH:22]=[CH:21][CH:20]=[C:19]([C:23]([O:25][CH3:26])=[O:24])[CH:18]=1)=[O:5].Br[CH:30]([CH2:44][CH2:45][CH2:46][CH2:47][CH2:48][CH2:49][CH2:50][CH3:51])[C:31]([C:33]1[CH:38]=[C:37]([O:39][CH3:40])[C:36]([Cl:41])=[CH:35][C:34]=1[O:42][CH3:43])=O.